This data is from Reaction yield outcomes from USPTO patents with 853,638 reactions. The task is: Predict the reaction yield, written as a fraction of the theoretical maximum amount of product (1.0 means a 100% yield; for example, 0.34 means a 34% yield). (1) The reactants are [Cl:1][C:2]1[N:7]=[N:6][C:5]([N:8]=[CH:9]N(C)C)=[CH:4][CH:3]=1.[Na+].[I-].Cl[CH2:16][C:17](=[O:19])[CH3:18]. The catalyst is CN(C=O)C. The product is [Cl:1][C:2]1[CH:3]=[CH:4][C:5]2[N:6]([C:16]([C:17](=[O:19])[CH3:18])=[CH:9][N:8]=2)[N:7]=1. The yield is 0.510. (2) The reactants are [Li]C(C)(C)C.[O:6]1[CH:10]=[CH:9][CH:8]=[CH:7]1.[C:11]1([S:17][S:17][C:11]2[CH:16]=[CH:15][CH:14]=[CH:13][CH:12]=2)[CH:16]=[CH:15][CH:14]=[CH:13][CH:12]=1. The catalyst is C1COCC1.CCOCC. The product is [C:11]1([S:17][C:7]2[O:6][CH:10]=[CH:9][CH:8]=2)[CH:16]=[CH:15][CH:14]=[CH:13][CH:12]=1. The yield is 0.970.